This data is from Forward reaction prediction with 1.9M reactions from USPTO patents (1976-2016). The task is: Predict the product of the given reaction. (1) Given the reactants [Br:1][C:2]1[N:7]=[C:6]([C:8]([OH:10])=O)[CH:5]=[CH:4][CH:3]=1.[CH2:11]([O:13][C:14](=[O:23])[CH2:15][C:16]1[CH:21]=[CH:20][CH:19]=[C:18]([NH2:22])[CH:17]=1)[CH3:12], predict the reaction product. The product is: [CH2:11]([O:13][C:14](=[O:23])[CH2:15][C:16]1[CH:21]=[CH:20][CH:19]=[C:18]([NH:22][C:8]([C:6]2[CH:5]=[CH:4][CH:3]=[C:2]([Br:1])[N:7]=2)=[O:10])[CH:17]=1)[CH3:12]. (2) Given the reactants C(O)(C(F)(F)F)=O.[O:8]=[C:9]1[CH:14]=[C:13]([C:15]2[CH:20]=[CH:19][N:18]=[C:17]([NH:21][CH:22]3[CH2:27][CH2:26][O:25][CH2:24][CH2:23]3)[N:16]=2)[CH:12]=[CH:11][N:10]1[CH2:28][C:29]1[CH:37]=[C:36]2[C:32]([CH:33]=[CH:34][N:35]2C(OC(C)(C)C)=O)=[CH:31][CH:30]=1.C([O-])(O)=O.[Na+].CC#N, predict the reaction product. The product is: [NH:35]1[C:36]2[C:32](=[CH:31][CH:30]=[C:29]([CH2:28][N:10]3[CH:11]=[CH:12][C:13]([C:15]4[CH:20]=[CH:19][N:18]=[C:17]([NH:21][CH:22]5[CH2:27][CH2:26][O:25][CH2:24][CH2:23]5)[N:16]=4)=[CH:14][C:9]3=[O:8])[CH:37]=2)[CH:33]=[CH:34]1. (3) Given the reactants [CH2:1]([O:3][C:4]1[CH:17]=[CH:16][C:7](/[CH:8]=[C:9]2/[C:10](=[O:15])[NH:11][C:12](=[O:14])[S:13]/2)=[CH:6][CH:5]=1)[CH3:2].[N+:18]([C:21]1[CH:28]=[CH:27][C:24]([CH2:25]Br)=[CH:23][CH:22]=1)([O-:20])=[O:19].C(=O)([O-])[O-].[K+].[K+].C(OC1C=CC(/C=C2/C(=O)N(CCC)C(=O)S/2)=CC=1)C, predict the reaction product. The product is: [CH2:1]([O:3][C:4]1[CH:17]=[CH:16][C:7](/[CH:8]=[C:9]2/[C:10](=[O:15])[N:11]([CH2:25][C:24]3[CH:27]=[CH:28][C:21]([N+:18]([O-:20])=[O:19])=[CH:22][CH:23]=3)[C:12](=[O:14])[S:13]/2)=[CH:6][CH:5]=1)[CH3:2]. (4) The product is: [C:21]([NH:1][C:2]1[S:3][CH:4]=[C:5]([C:12]2[CH:13]=[CH:14][C:15]([CH2:18][CH2:19][CH3:20])=[CH:16][CH:17]=2)[C:6]=1[C:7]([O:9][CH2:10][CH3:11])=[O:8])(=[O:28])[C:22]1[CH:27]=[CH:26][CH:25]=[CH:24][CH:23]=1. Given the reactants [NH2:1][C:2]1[S:3][CH:4]=[C:5]([C:12]2[CH:17]=[CH:16][C:15]([CH2:18][CH2:19][CH3:20])=[CH:14][CH:13]=2)[C:6]=1[C:7]([O:9][CH2:10][CH3:11])=[O:8].[C:21](Cl)(=[O:28])[C:22]1[CH:27]=[CH:26][CH:25]=[CH:24][CH:23]=1.N1C=CC=CC=1, predict the reaction product. (5) Given the reactants [F:1][C:2]1[CH:7]=[CH:6][CH:5]=[CH:4][C:3]=1[N:8]1[C:12]([CH2:13][OH:14])=[C:11]([C:15]([N:17]([CH2:39][CH:40]([CH3:42])[CH3:41])[C@H:18]2[CH2:23][C@@H:22]([C:24]([N:26]3[CH2:31][CH2:30][O:29][CH2:28][CH2:27]3)=[O:25])[CH2:21][N:20]([C:32]([O:34][C:35]([CH3:38])([CH3:37])[CH3:36])=[O:33])[CH2:19]2)=[O:16])[N:10]=[N:9]1.[CH2:43](N(CC)CC)C.CS(Cl)(=O)=O.C[O-].[Na+], predict the reaction product. The product is: [F:1][C:2]1[CH:7]=[CH:6][CH:5]=[CH:4][C:3]=1[N:8]1[C:12]([CH2:13][O:14][CH3:43])=[C:11]([C:15]([N:17]([CH2:39][CH:40]([CH3:42])[CH3:41])[C@H:18]2[CH2:23][C@@H:22]([C:24]([N:26]3[CH2:27][CH2:28][O:29][CH2:30][CH2:31]3)=[O:25])[CH2:21][N:20]([C:32]([O:34][C:35]([CH3:36])([CH3:37])[CH3:38])=[O:33])[CH2:19]2)=[O:16])[N:10]=[N:9]1.